Dataset: NCI-60 drug combinations with 297,098 pairs across 59 cell lines. Task: Regression. Given two drug SMILES strings and cell line genomic features, predict the synergy score measuring deviation from expected non-interaction effect. (1) Drug 1: CC1=C(C(CCC1)(C)C)C=CC(=CC=CC(=CC(=O)O)C)C. Drug 2: CC1=C2C(C(=O)C3(C(CC4C(C3C(C(C2(C)C)(CC1OC(=O)C(C(C5=CC=CC=C5)NC(=O)C6=CC=CC=C6)O)O)OC(=O)C7=CC=CC=C7)(CO4)OC(=O)C)O)C)OC(=O)C. Cell line: NCI/ADR-RES. Synergy scores: CSS=-2.53, Synergy_ZIP=0.377, Synergy_Bliss=-1.73, Synergy_Loewe=-3.72, Synergy_HSA=-4.21. (2) Drug 2: C1C(C(OC1N2C=NC(=NC2=O)N)CO)O. Synergy scores: CSS=14.8, Synergy_ZIP=-5.35, Synergy_Bliss=2.31, Synergy_Loewe=2.00, Synergy_HSA=3.21. Cell line: ACHN. Drug 1: CNC(=O)C1=CC=CC=C1SC2=CC3=C(C=C2)C(=NN3)C=CC4=CC=CC=N4. (3) Drug 1: C1CCC(C1)C(CC#N)N2C=C(C=N2)C3=C4C=CNC4=NC=N3. Cell line: MDA-MB-435. Synergy scores: CSS=5.34, Synergy_ZIP=0.196, Synergy_Bliss=4.81, Synergy_Loewe=-42.3, Synergy_HSA=-0.897. Drug 2: C1=CC(=CC=C1CCC2=CNC3=C2C(=O)NC(=N3)N)C(=O)NC(CCC(=O)O)C(=O)O.